This data is from Forward reaction prediction with 1.9M reactions from USPTO patents (1976-2016). The task is: Predict the product of the given reaction. Given the reactants [CH2:1]([C:3]1[CH:4]=[CH:5][C:6](OS(C(F)(F)F)(=O)=O)=[C:7]([CH:12]=1)[C:8]([O:10][CH3:11])=[O:9])[CH3:2].[F:21][C:22]1[CH:27]=[CH:26][C:25](B(O)O)=[CH:24][CH:23]=1.C([O-])([O-])=O.[Na+].[Na+], predict the reaction product. The product is: [CH2:1]([C:3]1[CH:12]=[C:7]([C:8]([O:10][CH3:11])=[O:9])[C:6]([C:25]2[CH:26]=[CH:27][C:22]([F:21])=[CH:23][CH:24]=2)=[CH:5][CH:4]=1)[CH3:2].